From a dataset of Peptide-MHC class I binding affinity with 185,985 pairs from IEDB/IMGT. Regression. Given a peptide amino acid sequence and an MHC pseudo amino acid sequence, predict their binding affinity value. This is MHC class I binding data. (1) The peptide sequence is GLIVLPFYK. The MHC is HLA-B15:17 with pseudo-sequence HLA-B15:17. The binding affinity (normalized) is 0.0847. (2) The peptide sequence is YNFSLSAAV. The MHC is HLA-A02:01 with pseudo-sequence HLA-A02:01. The binding affinity (normalized) is 0.175. (3) The peptide sequence is KSFGRISVL. The MHC is BoLA-HD6 with pseudo-sequence BoLA-HD6. The binding affinity (normalized) is 0.733. (4) The peptide sequence is ETINEEAADW. The MHC is HLA-B44:02 with pseudo-sequence HLA-B44:02. The binding affinity (normalized) is 0.258. (5) The peptide sequence is IIPFIAYFV. The MHC is HLA-B54:01 with pseudo-sequence HLA-B54:01. The binding affinity (normalized) is 0.271. (6) The peptide sequence is TLMSIVSSL. The MHC is HLA-A24:02 with pseudo-sequence HLA-A24:02. The binding affinity (normalized) is 0.0793. (7) The peptide sequence is KLNWASQIY. The binding affinity (normalized) is 0. The MHC is HLA-B07:02 with pseudo-sequence HLA-B07:02. (8) The peptide sequence is FLGKIWPSYK. The MHC is HLA-A31:01 with pseudo-sequence HLA-A31:01. The binding affinity (normalized) is 0.328. (9) The peptide sequence is GYKNVRITF. The MHC is HLA-A24:02 with pseudo-sequence HLA-A24:02. The binding affinity (normalized) is 0.182.